Dataset: hERG potassium channel inhibition data for cardiac toxicity prediction from Karim et al.. Task: Regression/Classification. Given a drug SMILES string, predict its toxicity properties. Task type varies by dataset: regression for continuous values (e.g., LD50, hERG inhibition percentage) or binary classification for toxic/non-toxic outcomes (e.g., AMES mutagenicity, cardiotoxicity, hepatotoxicity). Dataset: herg_karim. (1) The molecule is O=C(O)c1ccc(-c2c[nH]c3ncc(-c4ccccc4)cc23)cc1C1CCCC1. The result is 0 (non-blocker). (2) The compound is Cn1c(CCCCN2CC3C[C@]3(c3ccc(C(F)(F)F)cc3)C2)nnc1-c1ccnnc1. The result is 0 (non-blocker). (3) The molecule is Cc1cnn(C2CCN(c3nc4ccccc4n3Cc3ccc(F)cc3)CC2)c1. The result is 1 (blocker). (4) The compound is COc1cc(CN2CCN(CCCCCC(c3ccc(F)cc3)c3ccc(F)cc3)CC2)cc(OC)c1OC. The result is 1 (blocker). (5) The compound is O=C(NC1CCN(Cc2ccn(-c3ccc(C(F)(F)F)cc3)c2)CC1)N[C@H](CO)c1ccccc1. The result is 0 (non-blocker). (6) The compound is Cc1ccc(COC(=O)N2CCC(Nc3ncccn3)CC2)cc1. The result is 0 (non-blocker).